Dataset: Forward reaction prediction with 1.9M reactions from USPTO patents (1976-2016). Task: Predict the product of the given reaction. (1) Given the reactants [Cl:1][C:2]1[CH:3]=[C:4]([CH:7]=[C:8]([Cl:10])[CH:9]=1)[CH:5]=O.[F:11][C:12]1[CH:19]=[CH:18][C:15]([CH2:16][NH2:17])=[CH:14][CH:13]=1.C(O[BH-](OC(=O)C)OC(=O)C)(=O)C.[Na+].C([O-])(O)=O.[Na+], predict the reaction product. The product is: [Cl:1][C:2]1[CH:3]=[C:4]([CH:7]=[C:8]([Cl:10])[CH:9]=1)[CH2:5][NH:17][CH2:16][C:15]1[CH:18]=[CH:19][C:12]([F:11])=[CH:13][CH:14]=1. (2) Given the reactants [CH:1]1([C:4]2[C:5]([O:13][CH2:14][C:15]([F:18])([F:17])[F:16])=[CH:6][C:7]([C:10](O)=O)=[N:8][CH:9]=2)[CH2:3][CH2:2]1.S(Cl)(Cl)=O.[NH2:23][C:24]([CH3:31])([CH:28]([CH3:30])[CH3:29])[C:25]([NH2:27])=[O:26].C(N(CC)CC)C.[OH-].[K+], predict the reaction product. The product is: [CH:1]1([C:4]2[C:5]([O:13][CH2:14][C:15]([F:18])([F:17])[F:16])=[CH:6][C:7]([C:10]3[NH:27][C:25](=[O:26])[C:24]([CH3:31])([CH:28]([CH3:30])[CH3:29])[N:23]=3)=[N:8][CH:9]=2)[CH2:3][CH2:2]1. (3) The product is: [C:1]([C:5]1[CH:6]=[C:7]2[C:12](=[C:13]([F:15])[CH:14]=1)[C:11](=[O:16])[N:10]([C:17]1[C:18]([CH2:30][OH:31])=[C:19]([N:23]3[CH:27]=[CH:26][C:25]([C:28]#[N:29])=[N:24]3)[CH:20]=[CH:21][CH:22]=1)[N:9]=[CH:8]2)([CH3:4])([CH3:2])[CH3:3]. Given the reactants [C:1]([C:5]1[CH:6]=[C:7]2[C:12](=[C:13]([F:15])[CH:14]=1)[C:11](=[O:16])[N:10]([C:17]1[C:18]([CH:30]=[O:31])=[C:19]([N:23]3[CH:27]=[CH:26][C:25]([C:28]#[N:29])=[N:24]3)[CH:20]=[CH:21][CH:22]=1)[N:9]=[CH:8]2)([CH3:4])([CH3:3])[CH3:2].[BH4-].[Na+].C(Cl)Cl.[NH4+].[Cl-], predict the reaction product. (4) Given the reactants [CH2:1]([N:8]([CH2:12][C:13]1[C:18](Cl)=[N:17][C:16]([N:20]([CH2:22][CH:23]2[CH2:25][CH2:24]2)[CH3:21])=[CH:15][N:14]=1)[CH2:9][CH2:10][OH:11])[C:2]1[CH:7]=[CH:6][CH:5]=[CH:4][CH:3]=1.CC(C)([O-])C.[K+].O, predict the reaction product. The product is: [CH2:1]([N:8]1[CH2:12][C:13]2[N:14]=[CH:15][C:16]([N:20]([CH2:22][CH:23]3[CH2:25][CH2:24]3)[CH3:21])=[N:17][C:18]=2[O:11][CH2:10][CH2:9]1)[C:2]1[CH:7]=[CH:6][CH:5]=[CH:4][CH:3]=1. (5) The product is: [C:11]([O:10][C:8](=[O:9])[CH2:7][CH:6]([C:15](=[O:31])[NH:16][CH2:17][CH2:18][C:19]1[CH:24]=[CH:23][C:22]([C:25]2[CH:30]=[CH:29][CH:28]=[CH:27][CH:26]=2)=[CH:21][CH:20]=1)[CH2:5][C:4]([OH:32])=[O:3])([CH3:14])([CH3:12])[CH3:13]. Given the reactants C([O:3][C:4](=[O:32])[CH2:5][CH:6]([C:15](=[O:31])[NH:16][CH2:17][CH2:18][C:19]1[CH:24]=[CH:23][C:22]([C:25]2[CH:30]=[CH:29][CH:28]=[CH:27][CH:26]=2)=[CH:21][CH:20]=1)[CH2:7][C:8]([O:10][C:11]([CH3:14])([CH3:13])[CH3:12])=[O:9])C.[OH-].[Na+], predict the reaction product. (6) Given the reactants C1([O:7][C:8]([C:10]2[CH:19]=[C:18]([S:20]([C:23]3[CH:28]=[CH:27][CH:26]=[CH:25][CH:24]=3)(=[O:22])=[O:21])[C:17]3[C:12](=[CH:13][CH:14]=[CH:15][CH:16]=3)[C:11]=2[OH:29])=O)C=CC=CC=1.[F:30][C:31]([S:34][C:35]1[CH:41]=[CH:40][C:38]([NH2:39])=[CH:37][CH:36]=1)([F:33])[F:32], predict the reaction product. The product is: [F:30][C:31]([S:34][C:35]1[CH:41]=[CH:40][C:38]([NH:39][C:8]([C:10]2[CH:19]=[C:18]([S:20]([C:23]3[CH:28]=[CH:27][CH:26]=[CH:25][CH:24]=3)(=[O:21])=[O:22])[C:17]3[C:12](=[CH:13][CH:14]=[CH:15][CH:16]=3)[C:11]=2[OH:29])=[O:7])=[CH:37][CH:36]=1)([F:33])[F:32]. (7) Given the reactants [C:1]([C:3]1[CH:4]=[C:5]([S:9]([N:12]2[C:16]([C:17]3[CH:22]=[CH:21][CH:20]=[CH:19][CH:18]=3)=[CH:15][C:14]([CH2:23][N:24]([CH3:32])[C:25](=[O:31])[O:26][C:27]([CH3:30])([CH3:29])[CH3:28])=[CH:13]2)(=[O:11])=[O:10])[CH:6]=[CH:7][CH:8]=1)#[N:2].[N-:33]=[N+:34]=[N-:35].[Na+].Cl.C(N(CC)CC)C.C1(C)C=CC=CC=1, predict the reaction product. The product is: [CH3:32][N:24]([CH2:23][C:14]1[CH:15]=[C:16]([C:17]2[CH:22]=[CH:21][CH:20]=[CH:19][CH:18]=2)[N:12]([S:9]([C:5]2[CH:6]=[CH:7][CH:8]=[C:3]([C:1]3[NH:35][N:34]=[N:33][N:2]=3)[CH:4]=2)(=[O:10])=[O:11])[CH:13]=1)[C:25](=[O:31])[O:26][C:27]([CH3:28])([CH3:29])[CH3:30]. (8) Given the reactants [CH3:1][C:2]1[CH:7]=[CH:6][C:5]([OH:8])=[C:4]([C:9]([CH3:15])([CH3:14])[C:10]([CH3:13])([CH3:12])[CH3:11])[CH:3]=1.Cl[C:17]1[CH:22]=[C:21]([S:23]([C:26]([F:29])([F:28])[F:27])(=[O:25])=[O:24])[CH:20]=[CH:19][C:18]=1[N:30]=[C:31]=[O:32], predict the reaction product. The product is: [OH:8][C:5]1[C:4]([C:9]([CH3:15])([CH3:14])[C:10]([CH3:13])([CH3:12])[CH3:11])=[CH:3][C:2]([CH3:1])=[CH:7][C:6]=1[C:31]([NH:30][C:18]1[CH:17]=[CH:22][C:21]([S:23]([C:26]([F:28])([F:27])[F:29])(=[O:24])=[O:25])=[CH:20][CH:19]=1)=[O:32]. (9) Given the reactants [CH2:1]([N:8]=[C:9]=[O:10])[C:2]1[CH:7]=[CH:6][CH:5]=[CH:4][CH:3]=1.[I:11][C:12]1[C:20]2[C:15](=[CH:16][CH:17]=[C:18]([NH2:21])[CH:19]=2)[NH:14][N:13]=1, predict the reaction product. The product is: [CH2:1]([NH:8][C:9]([NH:21][C:18]1[CH:19]=[C:20]2[C:15](=[CH:16][CH:17]=1)[NH:14][N:13]=[C:12]2[I:11])=[O:10])[C:2]1[CH:7]=[CH:6][CH:5]=[CH:4][CH:3]=1.